This data is from Human intestinal absorption (HIA) binary classification data from Hou et al.. The task is: Regression/Classification. Given a drug SMILES string, predict its absorption, distribution, metabolism, or excretion properties. Task type varies by dataset: regression for continuous measurements (e.g., permeability, clearance, half-life) or binary classification for categorical outcomes (e.g., BBB penetration, CYP inhibition). Dataset: hia_hou. The compound is COC(=O)C1=C(C)NC(C)=C(OC(C)=O)[C@H]1c1ccccc1[N+](=O)[O-]. The result is 1 (good absorption).